This data is from Full USPTO retrosynthesis dataset with 1.9M reactions from patents (1976-2016). The task is: Predict the reactants needed to synthesize the given product. (1) Given the product [CH2:1]([O:3][C:4]([C:6]1([CH2:19][C:20]#[N:21])[CH2:7][CH2:8][NH:9][CH2:10][CH2:11]1)=[O:5])[CH3:2], predict the reactants needed to synthesize it. The reactants are: [CH2:1]([O:3][C:4]([C:6]1([CH2:19][C:20]#[N:21])[CH2:11][CH2:10][N:9](C(OC(C)(C)C)=O)[CH2:8][CH2:7]1)=[O:5])[CH3:2].FC(F)(F)C(O)=O. (2) Given the product [O:6]1[C:7]2[C:8](=[N:9][CH:10]=[CH:11][CH:12]=2)[C:3](=[O:13])[CH2:4][CH2:5]1, predict the reactants needed to synthesize it. The reactants are: OC[C:3]1([OH:13])[C:8]2=[N:9][CH:10]=[CH:11][CH:12]=[C:7]2[O:6][CH2:5][CH2:4]1.I([O-])(=O)(=O)=O.[Na+]. (3) Given the product [CH3:1][C:2]1[CH:11]=[CH:10][C:9]2[C:4](=[CH:5][CH:6]=[CH:7][C:8]=2[N:12]2[CH2:17][CH2:16][N:15]([CH2:34][C:35]([C:37]3[CH:38]=[C:39]([NH:43][C:44](=[O:46])[CH3:45])[CH:40]=[CH:41][CH:42]=3)=[O:36])[CH2:14][CH2:13]2)[N:3]=1, predict the reactants needed to synthesize it. The reactants are: [CH3:1][C:2]1[CH:11]=[CH:10][C:9]2[C:4](=[CH:5][CH:6]=[CH:7][C:8]=2[N:12]2[CH2:17][CH2:16][N:15](CCC3C=C(C=CC=3)N)[CH2:14][CH2:13]2)[N:3]=1.C(=O)([O-])[O-].[K+].[K+].Cl[CH2:34][C:35]([C:37]1[CH:38]=[C:39]([NH:43][C:44](=[O:46])[CH3:45])[CH:40]=[CH:41][CH:42]=1)=[O:36]. (4) Given the product [Cl:24][C:6]1[CH:5]=[N:4][CH:3]=[C:2]([Cl:1])[C:7]=1[NH:8][C:9]([C:11]1[C:12]2[N:13]([N:19]=[C:20]([CH:22]=[N:31][OH:32])[CH:21]=2)[C:14]([O:17][CH3:18])=[CH:15][CH:16]=1)=[O:10], predict the reactants needed to synthesize it. The reactants are: [Cl:1][C:2]1[CH:3]=[N:4][CH:5]=[C:6]([Cl:24])[C:7]=1[NH:8][C:9]([C:11]1[C:12]2[N:13]([N:19]=[C:20]([CH:22]=O)[CH:21]=2)[C:14]([O:17][CH3:18])=[CH:15][CH:16]=1)=[O:10].C([O-])(=O)C.[Na+].Cl.[NH2:31][OH:32].